Dataset: Peptide-MHC class I binding affinity with 185,985 pairs from IEDB/IMGT. Task: Regression. Given a peptide amino acid sequence and an MHC pseudo amino acid sequence, predict their binding affinity value. This is MHC class I binding data. (1) The peptide sequence is CTPPGYAL. The MHC is Mamu-A01 with pseudo-sequence Mamu-A01. The binding affinity (normalized) is 0.997. (2) The peptide sequence is YLAPSYRNF. The MHC is HLA-B58:01 with pseudo-sequence HLA-B58:01. The binding affinity (normalized) is 0.440. (3) The MHC is HLA-A68:01 with pseudo-sequence HLA-A68:01. The binding affinity (normalized) is 0.619. The peptide sequence is TMYDKILSY. (4) The peptide sequence is GLYSSTVPV. The MHC is Patr-A0901 with pseudo-sequence Patr-A0901. The binding affinity (normalized) is 0.570. (5) The peptide sequence is PLYIDISDV. The MHC is HLA-A68:02 with pseudo-sequence HLA-A68:02. The binding affinity (normalized) is 0. (6) The peptide sequence is WIVQENNGA. The MHC is HLA-A02:01 with pseudo-sequence HLA-A02:01. The binding affinity (normalized) is 0.126.